This data is from Experimentally validated miRNA-target interactions with 360,000+ pairs, plus equal number of negative samples. The task is: Binary Classification. Given a miRNA mature sequence and a target amino acid sequence, predict their likelihood of interaction. The miRNA is hsa-miR-3160-5p with sequence GGCUUUCUAGUCUCAGCUCUCC. The protein sequence of the target gene is MDPNCSCAAGDSCTCAGSCKCKECKCTSCKKSCCSCCPVGCAKCAQGCICKGASDKCSCCA. Result: 0 (no interaction).